Dataset: Reaction yield outcomes from USPTO patents with 853,638 reactions. Task: Predict the reaction yield, written as a fraction of the theoretical maximum amount of product (1.0 means a 100% yield; for example, 0.34 means a 34% yield). (1) The reactants are [Cl:1][C:2]1[C:3]([C:12]2[CH:13]=[C:14]([C:17]([OH:19])=O)[NH:15][CH:16]=2)=[CH:4][C:5]([NH:8][CH:9]([CH3:11])[CH3:10])=[N:6][CH:7]=1.CCN=C=NCCCN(C)C.C1C=CC2N(O)N=NC=2C=1.[CH:41]1[CH:46]=[C:45]([Cl:47])[CH:44]=[C:43]([C@H:48]([NH2:51])[CH2:49][OH:50])[CH:42]=1.C(N(C(C)C)CC)(C)C. The catalyst is CN(C=O)C.O. The product is [Cl:47][C:45]1[CH:44]=[C:43]([CH:48]([NH:51][C:17]([C:14]2[NH:15][CH:16]=[C:12]([C:3]3[C:2]([Cl:1])=[CH:7][N:6]=[C:5]([NH:8][CH:9]([CH3:10])[CH3:11])[CH:4]=3)[CH:13]=2)=[O:19])[CH2:49][OH:50])[CH:42]=[CH:41][CH:46]=1. The yield is 0.640. (2) The reactants are [F:1][C:2]1[CH:9]=[CH:8][C:5]([C:6]#[N:7])=[C:4](Br)[CH:3]=1.C([O-])(=O)C.[K+].[B:16]1([B:16]2[O:20][C:19]([CH3:22])([CH3:21])[C:18]([CH3:24])([CH3:23])[O:17]2)[O:20][C:19]([CH3:22])([CH3:21])[C:18]([CH3:24])([CH3:23])[O:17]1. The catalyst is O1CCOCC1.C1C=CC([PH+]([C]2[CH][CH][CH][CH]2)C2C=CC=CC=2)=CC=1.C1C=CC([PH+]([C]2[CH][CH][CH][CH]2)C2C=CC=CC=2)=CC=1.C(Cl)Cl.Cl[Pd]Cl.[Fe]. The product is [F:1][C:2]1[CH:9]=[CH:8][C:5]([C:6]#[N:7])=[C:4]([B:16]2[O:20][C:19]([CH3:22])([CH3:21])[C:18]([CH3:24])([CH3:23])[O:17]2)[CH:3]=1. The yield is 0.880. (3) The reactants are [ClH:1].[NH2:2][C:3]1[S:4][C:5]([C:16]2[CH:21]=[CH:20][N:19]=[C:18]([NH:22][CH2:23][C:24]3[CH:29]=[CH:28][CH:27]=[CH:26][CH:25]=3)[CH:17]=2)=[C:6]([C:8]2[CH:13]=[C:12]([CH3:14])[CH:11]=[C:10]([CH3:15])[CH:9]=2)[N:7]=1. The catalyst is CO. The product is [ClH:1].[ClH:1].[NH2:2][C:3]1[S:4][C:5]([C:16]2[CH:21]=[CH:20][N:19]=[C:18]([NH:22][CH2:23][C:24]3[CH:29]=[CH:28][CH:27]=[CH:26][CH:25]=3)[CH:17]=2)=[C:6]([C:8]2[CH:13]=[C:12]([CH3:14])[CH:11]=[C:10]([CH3:15])[CH:9]=2)[N:7]=1. The yield is 0.760. (4) The reactants are [CH2:1]([C@@H:3]1[CH2:11][C:6]2(OCC[O:7]2)[CH2:5][C@@H:4]1[C:12]1[N:16]2[C:17]3[CH:23]=[CH:22][N:21]([S:24]([C:27]4[CH:33]=[CH:32][C:30]([CH3:31])=[CH:29][CH:28]=4)(=[O:26])=[O:25])[C:18]=3[N:19]=[CH:20][C:15]2=[N:14][N:13]=1)[CH3:2].Cl. The catalyst is C1COCC1. The product is [CH2:1]([CH:3]1[CH:4]([C:12]2[N:16]3[C:17]4[CH:23]=[CH:22][N:21]([S:24]([C:27]5[CH:28]=[CH:29][C:30]([CH3:31])=[CH:32][CH:33]=5)(=[O:26])=[O:25])[C:18]=4[N:19]=[CH:20][C:15]3=[N:14][N:13]=2)[CH2:5][C:6](=[O:7])[CH2:11]1)[CH3:2]. The yield is 0.930. (5) The reactants are C(O[C:4]1[C:8]([O:9][CH2:10][CH3:11])=[N:7][S:6](=[O:12])[N:5]=1)C.[C:13]([O:17][C:18](=[O:29])[C@H:19]([CH2:21][C:22]1[CH:27]=[CH:26][C:25]([OH:28])=[CH:24][CH:23]=1)[NH2:20])([CH3:16])([CH3:15])[CH3:14]. The catalyst is C(O)C. The product is [C:13]([O:17][C:18](=[O:29])[C@H:19]([CH2:21][C:22]1[CH:27]=[CH:26][C:25]([OH:28])=[CH:24][CH:23]=1)[NH:20][C:4]1[C:8]([O:9][CH2:10][CH3:11])=[N:7][S:6](=[O:12])[N:5]=1)([CH3:16])([CH3:14])[CH3:15]. The yield is 0.880. (6) The catalyst is C(O)C.COCC(O)C. The reactants are [N:1]1[CH:6]=[CH:5][CH:4]=[CH:3][C:2]=1[NH:7][S:8]([C:11]1[CH:16]=[CH:15][C:14]([NH:17]C(=O)C)=[CH:13][CH:12]=1)(=[O:10])=[O:9].[OH-].[Na+]. The yield is 0.707. The product is [NH2:17][C:14]1[CH:15]=[CH:16][C:11]([S:8]([NH:7][C:2]2[CH:3]=[CH:4][CH:5]=[CH:6][N:1]=2)(=[O:10])=[O:9])=[CH:12][CH:13]=1. (7) The reactants are [CH3:1][C:2]([O:5][C:6]([N:8]1[CH2:11][CH2:10][C@H:9]1[C:12]([OH:14])=O)=[O:7])([CH3:4])[CH3:3].CN(C(ON1N=NC2C=CC=NC1=2)=[N+](C)C)C.F[P-](F)(F)(F)(F)F.CCN(C(C)C)C(C)C.FC(F)(F)C(O)=O.[NH2:55][C@@H:56]([CH2:63][CH:64]1[CH2:66][CH2:65]1)/[CH:57]=[CH:58]/[C:59]([O:61][CH3:62])=[O:60]. The catalyst is C(Cl)Cl.CN(C=O)C.O. The product is [CH:64]1([CH2:63][C@H:56]([NH:55][C:12]([C@@H:9]2[CH2:10][CH2:11][N:8]2[C:6]([O:5][C:2]([CH3:1])([CH3:3])[CH3:4])=[O:7])=[O:14])/[CH:57]=[CH:58]/[C:59]([O:61][CH3:62])=[O:60])[CH2:66][CH2:65]1. The yield is 0.570. (8) The reactants are Br[C:2]1[C:3]([N:17]2[CH2:22][CH2:21][CH2:20][C@@H:19]([NH:23][C:24](=[O:30])[O:25][C:26]([CH3:29])([CH3:28])[CH3:27])[CH2:18]2)=[C:4]2[C:10]([NH:11][C:12](=[O:16])[CH:13]([CH3:15])[CH3:14])=[CH:9][NH:8][C:5]2=[N:6][CH:7]=1.[Li]C.[Li]CCCC.[Cl:38]C(Cl)(Cl)C(Cl)(Cl)Cl. The catalyst is C1COCC1.O. The product is [Cl:38][C:2]1[C:3]([N:17]2[CH2:22][CH2:21][CH2:20][C@@H:19]([NH:23][C:24](=[O:30])[O:25][C:26]([CH3:29])([CH3:28])[CH3:27])[CH2:18]2)=[C:4]2[C:10]([NH:11][C:12](=[O:16])[CH:13]([CH3:15])[CH3:14])=[CH:9][NH:8][C:5]2=[N:6][CH:7]=1. The yield is 0.367.